From a dataset of Catalyst prediction with 721,799 reactions and 888 catalyst types from USPTO. Predict which catalyst facilitates the given reaction. (1) Product: [Cl:23][C:24]1[CH:29]=[C:28]([O:30][CH3:31])[CH:27]=[CH:26][C:25]=1[C:32]1[N:37]([CH2:8][CH2:9][OH:10])[C:36](=[O:38])[C:35]2=[C:39]([CH:43]([CH2:46][CH3:47])[CH2:44][CH3:45])[CH:40]=[C:41]([CH3:42])[N:34]2[N:33]=1. Reactant: C(=O)([O-])[O-].[K+].[K+].Br[CH2:8][CH2:9][O:10]C1CCCCO1.[I-].C([NH3+])CCC.[Cl:23][C:24]1[CH:29]=[C:28]([O:30][CH3:31])[CH:27]=[CH:26][C:25]=1[C:32]1[NH:37][C:36](=[O:38])[C:35]2=[C:39]([CH:43]([CH2:46][CH3:47])[CH2:44][CH3:45])[CH:40]=[C:41]([CH3:42])[N:34]2[N:33]=1. The catalyst class is: 434. (2) Product: [Br:1][C:2]1[CH:11]=[C:10]2[C:5]([N:6]=[CH:7][C:8]([NH:14][NH2:15])=[N:9]2)=[CH:4][CH:3]=1. Reactant: [Br:1][C:2]1[CH:11]=[C:10]2[C:5]([N:6]=[CH:7][C:8](Cl)=[N:9]2)=[CH:4][CH:3]=1.O.[NH2:14][NH2:15]. The catalyst class is: 8.